From a dataset of Full USPTO retrosynthesis dataset with 1.9M reactions from patents (1976-2016). Predict the reactants needed to synthesize the given product. (1) Given the product [C:1]([CH2:3][CH2:4][O:5][C:6]([CH2:8][C:9]1([CH2:22][CH:23]([CH3:25])[CH3:24])[CH2:10][CH2:11][N:12]([C:15]([O:17][C:18]([CH3:21])([CH3:20])[CH3:19])=[O:16])[CH2:13][CH2:14]1)=[O:7])#[N:2], predict the reactants needed to synthesize it. The reactants are: [C:1]([CH2:3][CH2:4][O:5][C:6]([CH:8]=[C:9]1[CH2:14][CH2:13][N:12]([C:15]([O:17][C:18]([CH3:21])([CH3:20])[CH3:19])=[O:16])[CH2:11][CH2:10]1)=[O:7])#[N:2].[CH2:22]([Mg]Br)[CH:23]([CH3:25])[CH3:24]. (2) Given the product [NH2:23][C@H:11]1[CH2:10][C@@H:9]([C:3]2[CH:4]=[CH:5][CH:6]=[C:7]([F:8])[C:2]=2[F:1])[CH2:14][N:13]([CH2:15][C@H:16]([OH:21])[C:17]([F:20])([F:18])[F:19])[C:12]1=[O:22], predict the reactants needed to synthesize it. The reactants are: [F:1][C:2]1[C:7]([F:8])=[CH:6][CH:5]=[CH:4][C:3]=1[C@H:9]1[CH2:14][N:13]([CH2:15][C@H:16]([OH:21])[C:17]([F:20])([F:19])[F:18])[C:12](=[O:22])[C@@H:11]([NH:23]C(=O)OC(C)(C)C)[CH2:10]1. (3) Given the product [CH:35]([O:34][C:31]1[CH:32]=[CH:33][C:28]([N:9]2[C:10]3[C:15](=[CH:14][C:13]([O:17][C:18]4[CH:23]=[CH:22][C:21]([C:24]([F:26])([F:25])[F:27])=[CH:20][N:19]=4)=[CH:12][CH:11]=3)[CH:16]=[C:8]2[C:6]([OH:7])=[O:5])=[CH:29][CH:30]=1)([CH3:37])[CH3:36], predict the reactants needed to synthesize it. The reactants are: [OH-].[Na+].C([O:5][C:6]([C:8]1[N:9]([C:28]2[CH:33]=[CH:32][C:31]([O:34][CH:35]([CH3:37])[CH3:36])=[CH:30][CH:29]=2)[C:10]2[C:15]([CH:16]=1)=[CH:14][C:13]([O:17][C:18]1[CH:23]=[CH:22][C:21]([C:24]([F:27])([F:26])[F:25])=[CH:20][N:19]=1)=[CH:12][CH:11]=2)=[O:7])C.Cl.O. (4) Given the product [Cl:9][C:10]1[CH:11]=[CH:12][C:13]([O:19][CH3:20])=[C:14]([CH:18]=1)[C:15]([NH:8][C:6]1[S:7][C:3]([Cl:2])=[CH:4][N:5]=1)=[O:16], predict the reactants needed to synthesize it. The reactants are: Cl.[Cl:2][C:3]1[S:7][C:6]([NH2:8])=[N:5][CH:4]=1.[Cl:9][C:10]1[CH:11]=[CH:12][C:13]([O:19][CH3:20])=[C:14]([CH:18]=1)[C:15](O)=[O:16].Cl.C(N=C=NCCCN(C)C)C.O.ON1C2C=CC=CC=2N=N1. (5) Given the product [C:1]([C:3]1[C:8](=[O:9])[N:7]([CH2:10][C:11]2[CH:16]=[CH:15][C:14]([CH3:17])=[CH:13][C:12]=2[CH3:18])[C:6]([C:19]2[CH:20]=[C:21]([C:25]3[CH:33]=[C:32]4[C:28]([CH:29]=[C:30]([C:34]([OH:36])=[O:35])[NH:31]4)=[CH:27][CH:26]=3)[CH:22]=[CH:23][CH:24]=2)=[CH:5][C:4]=1[C:39]([F:40])([F:41])[F:42])#[N:2], predict the reactants needed to synthesize it. The reactants are: [C:1]([C:3]1[C:8](=[O:9])[N:7]([CH2:10][C:11]2[CH:16]=[CH:15][C:14]([CH3:17])=[CH:13][C:12]=2[CH3:18])[C:6]([C:19]2[CH:20]=[C:21]([C:25]3[CH:33]=[C:32]4[C:28]([CH:29]=[C:30]([C:34]([O:36]CC)=[O:35])[NH:31]4)=[CH:27][CH:26]=3)[CH:22]=[CH:23][CH:24]=2)=[CH:5][C:4]=1[C:39]([F:42])([F:41])[F:40])#[N:2].C(O)C.[Li+].[OH-]. (6) Given the product [Cl:13][C:9]1[C:4]2[CH:3]=[CH:2][O:1][C:5]=2[CH:6]=[CH:7][C:8]=1[OH:10], predict the reactants needed to synthesize it. The reactants are: [O:1]1[C:5]2[CH:6]=[CH:7][C:8]([OH:10])=[CH:9][C:4]=2[CH:3]=[CH:2]1.S(Cl)([Cl:13])=O.CCOCC.